Task: Predict the product of the given reaction.. Dataset: Forward reaction prediction with 1.9M reactions from USPTO patents (1976-2016) (1) Given the reactants [NH2:1][C:2]1[CH:3]=[CH:4][C:5]([Cl:15])=[C:6]([NH:8][C:9]2[S:10][CH2:11][C:12](=[O:14])[N:13]=2)[CH:7]=1.N1C=CC=CC=1.[CH3:22][S:23]([O:26]S(C)(=O)=O)(=O)=[O:24].[N:31]1[C:40]2[C:35](=[CH:36][C:37]([CH:41]=O)=[CH:38][CH:39]=2)[CH:34]=[CH:33][CH:32]=1.N1CCCCC1, predict the reaction product. The product is: [Cl:15][C:5]1[CH:4]=[CH:3][C:2]([NH:1][S:23]([CH3:22])(=[O:26])=[O:24])=[CH:7][C:6]=1[NH:8][C:9]1[S:10]/[C:11](=[CH:41]\[C:37]2[CH:36]=[C:35]3[C:40](=[CH:39][CH:38]=2)[N:31]=[CH:32][CH:33]=[CH:34]3)/[C:12](=[O:14])[N:13]=1. (2) The product is: [C:20]1([CH3:26])[CH:21]=[CH:22][CH:23]=[C:24]([O:1][CH2:2][CH2:3][CH2:4][C:5]2[C:13]3[C:8](=[CH:9][CH:10]=[CH:11][CH:12]=3)[NH:7][C:6]=2[C:14]([O:16][CH2:17][CH3:18])=[O:15])[CH:19]=1. Given the reactants [OH:1][CH2:2][CH2:3][CH2:4][C:5]1[C:13]2[C:8](=[CH:9][CH:10]=[CH:11][CH:12]=2)[NH:7][C:6]=1[C:14]([O:16][CH2:17][CH3:18])=[O:15].[CH:19]1[C:24](O)=[CH:23][CH:22]=[CH:21][C:20]=1[CH3:26], predict the reaction product. (3) Given the reactants B(F)(F)F.CCOCC.[NH2:10][C:11]1[N:16]=[CH:15][C:14]([C:17]2[CH:22]=[CH:21][C:20]([C:23]([N:25]3[CH2:30][CH2:29][O:28][CH2:27][CH2:26]3)=O)=[C:19]([CH3:31])[CH:18]=2)=[CH:13][C:12]=1[C:32]1[N:33]=[N:34][N:35]([CH:37]([CH3:39])[CH3:38])[CH:36]=1.[BH4-].[Na+].CO, predict the reaction product. The product is: [CH:37]([N:35]1[CH:36]=[C:32]([C:12]2[C:11]([NH2:10])=[N:16][CH:15]=[C:14]([C:17]3[CH:22]=[CH:21][C:20]([CH2:23][N:25]4[CH2:26][CH2:27][O:28][CH2:29][CH2:30]4)=[C:19]([CH3:31])[CH:18]=3)[CH:13]=2)[N:33]=[N:34]1)([CH3:39])[CH3:38]. (4) Given the reactants [N+:1]([C:4]1[CH:11]=[CH:10][C:7]([CH:8]=O)=[CH:6][CH:5]=1)([O-:3])=[O:2].[CH2:12]([O:14][C:15]([C:17](=P(C1C=CC=CC=1)(C1C=CC=CC=1)C1C=CC=CC=1)[CH3:18])=[O:16])[CH3:13], predict the reaction product. The product is: [CH3:18]/[C:17](=[CH:8]\[C:7]1[CH:10]=[CH:11][C:4]([N+:1]([O-:3])=[O:2])=[CH:5][CH:6]=1)/[C:15]([O:14][CH2:12][CH3:13])=[O:16]. (5) The product is: [N:1]1[CH:6]=[CH:5][CH:4]=[CH:3][C:2]=1[C:7]1[CH:19]=[CH:18][C:17]2[C:16]3[C:11](=[CH:12][CH:13]=[CH:14][CH:15]=3)[N:10]([C:21]3[CH:33]=[CH:32][C:31]4[C:30]5[C:25](=[CH:26][CH:27]=[CH:28][CH:29]=5)[N:24]([C:34]5[CH:39]=[CH:38][CH:37]=[CH:36][N:35]=5)[C:23]=4[CH:22]=3)[C:9]=2[CH:8]=1. Given the reactants [N:1]1[CH:6]=[CH:5][CH:4]=[CH:3][C:2]=1[C:7]1[CH:19]=[CH:18][C:17]2[C:16]3[C:11](=[CH:12][CH:13]=[CH:14][CH:15]=3)[NH:10][C:9]=2[CH:8]=1.Br[C:21]1[CH:33]=[CH:32][C:31]2[C:30]3[C:25](=[CH:26][CH:27]=[CH:28][CH:29]=3)[N:24]([C:34]3[CH:39]=[CH:38][CH:37]=[CH:36][N:35]=3)[C:23]=2[CH:22]=1.C(=O)([O-])[O-].[K+].[K+].N1CCC[C@H]1C(O)=O, predict the reaction product. (6) Given the reactants [O:1]=[C:2]1[N:7]([CH2:8][O:9][CH2:10][CH2:11][Si:12]([CH3:15])([CH3:14])[CH3:13])[N:6]=[C:5](B(O)O)[CH:4]=[C:3]1[C:19]1[N:23]([CH2:24][O:25][CH2:26][CH2:27][Si:28]([CH3:31])([CH3:30])C)[C:22]2[CH:32]=[CH:33][CH:34]=[CH:35][C:21]=2[N:20]=1.[NH:36]1[CH:40]=[CH:39][N:38]=[CH:37]1, predict the reaction product. The product is: [CH3:30][SiH:28]([CH3:31])[CH2:27][CH2:26][O:25][CH2:24][N:23]1[C:22]2[CH:32]=[CH:33][CH:34]=[CH:35][C:21]=2[N:20]=[C:19]1[C:3]1[C:2](=[O:1])[N:7]([CH2:8][O:9][CH2:10][CH2:11][Si:12]([CH3:14])([CH3:13])[CH3:15])[N:6]=[C:5]([N:36]2[CH:40]=[CH:39][N:38]=[CH:37]2)[CH:4]=1. (7) Given the reactants [OH:1][CH2:2][CH2:3][C:4]1[CH:9]=[CH:8][C:7]([NH:10][C:11]2[N:16]=[C:15]([CH3:17])[N:14]=[C:13]([CH:18](C(OCC)=O)C(OCC)=O)[C:12]=2[N+:29]([O-:31])=[O:30])=[CH:6][CH:5]=1, predict the reaction product. The product is: [CH3:17][C:15]1[N:16]=[C:11]([NH:10][C:7]2[CH:6]=[CH:5][C:4]([CH2:3][CH2:2][OH:1])=[CH:9][CH:8]=2)[C:12]([N+:29]([O-:31])=[O:30])=[C:13]([CH3:18])[N:14]=1.